Dataset: Reaction yield outcomes from USPTO patents with 853,638 reactions. Task: Predict the reaction yield, written as a fraction of the theoretical maximum amount of product (1.0 means a 100% yield; for example, 0.34 means a 34% yield). (1) The product is [F:1][C:2]1[CH:3]=[CH:4][C:5]([CH2:8][NH:9][CH:10]=[O:11])=[N:6][CH:7]=1. The catalyst is O. The reactants are [F:1][C:2]1[CH:3]=[CH:4][C:5]([CH2:8][NH2:9])=[N:6][CH:7]=1.[CH:10](O)=[O:11].[OH-].[NH4+]. The yield is 0.900. (2) The reactants are [C:1]12([CH2:11][C:12](O)=[O:13])[CH2:10][CH:5]3[CH2:6][CH:7]([CH2:9][CH:3]([CH2:4]3)[CH2:2]1)[CH2:8]2.CCN=C=NCCCN(C)C.C(N(CC)CC)C.[CH2:33]([O:40][C:41]1[CH:42]=[C:43]2[C:48](=[CH:49][C:50]=1[O:51][CH3:52])[CH2:47][NH:46][CH2:45][CH2:44]2)[C:34]1[CH:39]=[CH:38][CH:37]=[CH:36][CH:35]=1. The catalyst is C(Cl)Cl.CN(C1C=CN=CC=1)C. The product is [C:1]12([CH2:11][C:12]([N:46]3[CH2:45][CH2:44][C:43]4[C:48](=[CH:49][C:50]([O:51][CH3:52])=[C:41]([O:40][CH2:33][C:34]5[CH:35]=[CH:36][CH:37]=[CH:38][CH:39]=5)[CH:42]=4)[CH2:47]3)=[O:13])[CH2:8][CH:7]3[CH2:6][CH:5]([CH2:4][CH:3]([CH2:9]3)[CH2:2]1)[CH2:10]2. The yield is 0.740. (3) The reactants are [CH3:1][N:2]1[CH2:6][CH2:5][CH2:4][C@@:3]1([CH2:10][O:11][Si:12]([CH:19]([CH3:21])[CH3:20])([CH:16]([CH3:18])[CH3:17])[CH:13]([CH3:15])[CH3:14])[C:7]([OH:9])=O.[F:22][C:23]1[CH:24]=[CH:25][C:26]([NH:29][NH2:30])=[N:27][CH:28]=1.CCN(C(C)C)C(C)C.CN(C(ON1N=NC2C=CC=NC1=2)=[N+](C)C)C.F[P-](F)(F)(F)(F)F. The catalyst is C(Cl)Cl. The product is [F:22][C:23]1[CH:24]=[CH:25][C:26]([NH:29][NH:30][C:7]([C@:3]2([CH2:10][O:11][Si:12]([CH:13]([CH3:14])[CH3:15])([CH:16]([CH3:17])[CH3:18])[CH:19]([CH3:20])[CH3:21])[CH2:4][CH2:5][CH2:6][N:2]2[CH3:1])=[O:9])=[N:27][CH:28]=1. The yield is 0.900. (4) The yield is 0.870. The catalyst is C(Cl)(Cl)Cl.O. The reactants are C(=O)([O-])[O-].[K+].[K+].Cl.O.[NH:9]1[CH2:14][CH2:13][C:12](=[O:15])[CH2:11][CH2:10]1.[CH3:16][S:17](Cl)(=[O:19])=[O:18]. The product is [CH3:16][S:17]([N:9]1[CH2:14][CH2:13][C:12](=[O:15])[CH2:11][CH2:10]1)(=[O:19])=[O:18]. (5) The reactants are [F:1][C:2]1[CH:16]=[CH:15][C:5]2[C:6]([CH:9]3[CH2:14][CH2:13][NH:12][CH2:11][CH2:10]3)=[N:7][O:8][C:4]=2[CH:3]=1.C(=O)([O-])[O-].[Na+].[Na+].[I-].[K+].[CH3:25][N:26]([CH:28]=[O:29])[CH3:27]. The catalyst is O. The product is [F:1][C:2]1[CH:16]=[CH:15][C:5]2[C:6]([CH:9]3[CH2:10][CH2:11][N:12]([CH2:3][CH2:4][C:5]4[C:28](=[O:29])[N:26]5[CH2:27][CH2:15][CH2:16][CH2:2][C:25]5=[N:7][C:6]=4[CH3:9])[CH2:13][CH2:14]3)=[N:7][O:8][C:4]=2[CH:3]=1. The yield is 0.460. (6) The reactants are [C:1]([O:5][C:6]([N:8]1[CH2:12][CH2:11][CH2:10][CH:9]1[C:13]1[NH:14][C:15]([C:18]2[CH:31]=[CH:30][C:29]3[C:28]4[C:23](=[CH:24][C:25](Br)=[CH:26][CH:27]=4)[CH2:22][CH2:21][C:20]=3[CH:19]=2)=[CH:16][N:17]=1)=[O:7])([CH3:4])([CH3:3])[CH3:2].[C:33]([O:37][C:38]([N:40]1[CH:45]([C:46]2[NH:50][C:49]3[CH:51]=[C:52](B4OC(C)(C)C(C)(C)O4)[CH:53]=[CH:54][C:48]=3[N:47]=2)[CH:44]2[CH2:64][CH:41]1[CH2:42][CH2:43]2)=[O:39])([CH3:36])([CH3:35])[CH3:34].C([O-])(O)=O.[Na+]. The catalyst is COCCOC.O. The product is [C:33]([O:37][C:38]([N:40]1[CH:45]([C:46]2[NH:50][C:49]3[CH:51]=[C:52]([C:25]4[CH:26]=[CH:27][C:28]5[C:29]6[C:20](=[CH:19][C:18]([C:15]7[NH:14][C:13]([CH:9]8[CH2:10][CH2:11][CH2:12][N:8]8[C:6]([O:5][C:1]([CH3:2])([CH3:3])[CH3:4])=[O:7])=[N:17][CH:16]=7)=[CH:31][CH:30]=6)[CH2:21][CH2:22][C:23]=5[CH:24]=4)[CH:53]=[CH:54][C:48]=3[N:47]=2)[CH:44]2[CH2:64][CH:41]1[CH2:42][CH2:43]2)=[O:39])([CH3:36])([CH3:34])[CH3:35]. The yield is 0.590. (7) The reactants are [CH3:1][C:2]1([CH3:12])[C:11]2[C:6](=[CH:7][CH:8]=[CH:9][CH:10]=2)[NH:5][CH2:4][CH2:3]1.[N+:13]([O-])([O-:15])=[O:14].[K+].C([O-])([O-])=O.[Na+].[Na+]. The catalyst is OS(O)(=O)=O. The product is [CH3:1][C:2]1([CH3:12])[C:11]2[C:6](=[CH:7][C:8]([N+:13]([O-:15])=[O:14])=[CH:9][CH:10]=2)[NH:5][CH2:4][CH2:3]1. The yield is 0.500. (8) The reactants are C(N(S(F)(F)[F:7])CC)C.[Br:10][C:11]1[N:12]=[C:13]([C:16]2(O)[CH2:21][CH2:20][N:19]([C:22]([O:24][C:25]([CH3:28])([CH3:27])[CH3:26])=[O:23])[CH2:18][CH2:17]2)[S:14][CH:15]=1. The catalyst is ClCCl. The product is [Br:10][C:11]1[N:12]=[C:13]([C:16]2([F:7])[CH2:21][CH2:20][N:19]([C:22]([O:24][C:25]([CH3:28])([CH3:27])[CH3:26])=[O:23])[CH2:18][CH2:17]2)[S:14][CH:15]=1. The yield is 0.780.